Task: Predict the product of the given reaction.. Dataset: Forward reaction prediction with 1.9M reactions from USPTO patents (1976-2016) (1) Given the reactants CN(C)C1C=CC=CC=1.[F:10][C:11]1[C:12](=O)[NH:13][C:14](=O)[NH:15][CH:16]=1.P(Cl)(Cl)([Cl:21])=O.[ClH:24], predict the reaction product. The product is: [F:10][C:11]1[C:12]([Cl:21])=[N:13][C:14]([Cl:24])=[N:15][CH:16]=1. (2) Given the reactants [CH2:1]([O:8][C:9]([NH:11][C:12]1[C:13](=[O:22])[N:14]([CH2:18][C:19]([OH:21])=O)[CH:15]=[CH:16][CH:17]=1)=[O:10])[C:2]1[CH:7]=[CH:6][CH:5]=[CH:4][CH:3]=1.CN(C(ON1N=NC2C=CC=CC1=2)=[N+](C)C)C.[B-](F)(F)(F)F.C1C=CC2N(O)N=NC=2C=1.CCN(C(C)C)C(C)C.[CH2:64]([CH:66]([CH2:69][CH3:70])[CH2:67][NH2:68])[CH3:65], predict the reaction product. The product is: [CH2:1]([O:8][C:9](=[O:10])[NH:11][C:12]1[C:13](=[O:22])[N:14]([CH2:18][C:19]([NH:68][CH2:67][CH:66]([CH2:69][CH3:70])[CH2:64][CH3:65])=[O:21])[CH:15]=[CH:16][CH:17]=1)[C:2]1[CH:3]=[CH:4][CH:5]=[CH:6][CH:7]=1.